This data is from Peptide-MHC class II binding affinity with 134,281 pairs from IEDB. The task is: Regression. Given a peptide amino acid sequence and an MHC pseudo amino acid sequence, predict their binding affinity value. This is MHC class II binding data. (1) The peptide sequence is VLAKSPDTTCSEIEE. The MHC is DRB1_1302 with pseudo-sequence DRB1_1302. The binding affinity (normalized) is 0.408. (2) The peptide sequence is QAAVVRFQEAANKQK. The MHC is HLA-DPA10103-DPB10401 with pseudo-sequence HLA-DPA10103-DPB10401. The binding affinity (normalized) is 0.120. (3) The peptide sequence is PNITATYGDKWLDAK. The MHC is HLA-DPA10103-DPB10401 with pseudo-sequence HLA-DPA10103-DPB10401. The binding affinity (normalized) is 0.375. (4) The binding affinity (normalized) is 0.862. The peptide sequence is GVTCGPGHGISVGSL. The MHC is HLA-DQA10501-DQB10301 with pseudo-sequence HLA-DQA10501-DQB10301. (5) The peptide sequence is HPQQFIYAGSLSALL. The MHC is DRB1_1001 with pseudo-sequence DRB1_1001. The binding affinity (normalized) is 0.430. (6) The peptide sequence is AGRFEVHAQTVEDEA. The MHC is DRB1_1101 with pseudo-sequence DRB1_1101. The binding affinity (normalized) is 0.191.